Task: Predict the reaction yield, written as a fraction of the theoretical maximum amount of product (1.0 means a 100% yield; for example, 0.34 means a 34% yield).. Dataset: Reaction yield outcomes from USPTO patents with 853,638 reactions (1) The reactants are C(OC(=O)[NH:7][C:8]1([C:12]2[CH:17]=[CH:16][C:15]([C:18]3[C:27]([C:28]4[CH:33]=[CH:32][CH:31]=[CH:30][CH:29]=4)=[CH:26][C:25]4[C:24]5=[N:34][NH:35][C:36]([NH:37][CH2:38][CH2:39][OH:40])=[C:23]5[CH2:22][CH2:21][C:20]=4[N:19]=3)=[CH:14][CH:13]=2)[CH2:11][CH2:10][CH2:9]1)(C)(C)C. The catalyst is C(O)(C(F)(F)F)=O. The product is [NH2:7][C:8]1([C:12]2[CH:13]=[CH:14][C:15]([C:18]3[C:27]([C:28]4[CH:33]=[CH:32][CH:31]=[CH:30][CH:29]=4)=[CH:26][C:25]4[C:24]5=[N:34][NH:35][C:36]([NH:37][CH2:38][CH2:39][OH:40])=[C:23]5[CH2:22][CH2:21][C:20]=4[N:19]=3)=[CH:16][CH:17]=2)[CH2:11][CH2:10][CH2:9]1. The yield is 0.710. (2) The reactants are [NH:1]1[CH2:6][CH2:5][CH:4]([CH2:7][OH:8])[CH2:3][CH2:2]1.Cl[C:10]([O:12][CH2:13][CH3:14])=[O:11].C(N(CC)CC)C. The catalyst is ClCCl. The product is [OH:8][CH2:7][CH:4]1[CH2:5][CH2:6][N:1]([C:10]([O:12][CH2:13][CH3:14])=[O:11])[CH2:2][CH2:3]1. The yield is 0.960. (3) The catalyst is O1CCOCC1.Cl[Pd-3](Cl)(=C1N(C2C(C(CC)CC)=CC=CC=2C(CC)CC)C=CN1C1C(C(CC)CC)=CC=CC=1C(CC)CC)C1C(Cl)=CC=CN=1. The yield is 0.180. The reactants are [CH3:1][N:2]1[CH:6]=[C:5]([C:7]2[CH:8]=[C:9]3[C:14](=[CH:15][N:16]=2)[NH:13][CH2:12][CH2:11][CH2:10]3)[CH:4]=[N:3]1.Br[C:18]1[C:22]2[CH2:23][N:24]([C:27]([O:29][C:30]([CH3:33])([CH3:32])[CH3:31])=[O:28])[CH2:25][CH2:26][C:21]=2[N:20]([CH:34]2[CH2:39][CH2:38][O:37][CH2:36][CH2:35]2)[N:19]=1.C(O[Na])(C)(C)C. The product is [CH3:1][N:2]1[CH:6]=[C:5]([C:7]2[CH:8]=[C:9]3[C:14](=[CH:15][N:16]=2)[N:13]([C:18]2[C:22]4[CH2:23][N:24]([C:27]([O:29][C:30]([CH3:32])([CH3:33])[CH3:31])=[O:28])[CH2:25][CH2:26][C:21]=4[N:20]([CH:34]4[CH2:35][CH2:36][O:37][CH2:38][CH2:39]4)[N:19]=2)[CH2:12][CH2:11][CH2:10]3)[CH:4]=[N:3]1. (4) The reactants are S(=O)(=O)(O)O.[N+:6]([O-:9])(O)=[O:7].[O:10]=[C:11]1[CH2:17][CH2:16][C:15]2[CH:18]=[CH:19][CH:20]=[CH:21][C:14]=2[CH2:13][CH2:12]1. The catalyst is [N+](C)([O-])=O. The product is [N+:6]([C:19]1[CH:20]=[CH:21][C:14]2[CH2:13][CH2:12][C:11](=[O:10])[CH2:17][CH2:16][C:15]=2[CH:18]=1)([O-:9])=[O:7]. The yield is 0.400. (5) The reactants are [C:1]([C:4]1[C:9]([O:10][CH3:11])=[CH:8][C:7]([C:12]2[CH:13]=[CH:14][C:15]([N:18]3[CH2:24][CH2:23][CH2:22][N:21]([C:25]4[CH:30]=[CH:29][C:28]([C:31]5[CH:36]=[C:35]([O:37][CH3:38])[C:34]([C:39](=[O:41])[CH3:40])=[C:33]([O:42][CH3:43])[CH:32]=5)=[CH:27][N:26]=4)[CH2:20][CH2:19]3)=[N:16][CH:17]=2)=[CH:6][C:5]=1[O:44][CH3:45])(=[O:3])[CH3:2].[CH3:46][S:47]([OH:50])(=[O:49])=[O:48].CO. The catalyst is C(Cl)(Cl)Cl. The product is [CH3:46][S:47]([OH:50])(=[O:49])=[O:48].[CH3:46][S:47]([OH:50])(=[O:49])=[O:48].[C:39]([C:34]1[C:35]([O:37][CH3:38])=[CH:36][C:31]([C:28]2[CH:29]=[CH:30][C:25]([N:21]3[CH2:22][CH2:23][CH2:24][N:18]([C:15]4[CH:14]=[CH:13][C:12]([C:7]5[CH:6]=[C:5]([O:44][CH3:45])[C:4]([C:1](=[O:3])[CH3:2])=[C:9]([O:10][CH3:11])[CH:8]=5)=[CH:17][N:16]=4)[CH2:19][CH2:20]3)=[N:26][CH:27]=2)=[CH:32][C:33]=1[O:42][CH3:43])(=[O:41])[CH3:40]. The yield is 0.900. (6) The reactants are [CH3:1][C:2]([CH3:7])=[CH:3][C:4](O)=[O:5].O=S(Cl)Cl.[NH2:12][C:13]1[CH:18]=[CH:17][CH:16]=[CH:15][CH:14]=1.CCN(CC)CC. No catalyst specified. The product is [C:13]1([NH:12][C:4](=[O:5])[CH:3]=[C:2]([CH3:7])[CH3:1])[CH:18]=[CH:17][CH:16]=[CH:15][CH:14]=1. The yield is 0.800. (7) The reactants are C[Al](C)C.[CH3:5][NH:6][CH2:7][C:8]1[CH:13]=[CH:12][CH:11]=[CH:10][CH:9]=1.[Br:14][C:15]1[CH:16]=[C:17]([C:23]2[O:27][N:26]=[C:25]([C:28]([O:30]C)=O)[CH:24]=2)[CH:18]=[C:19]([Br:22])[C:20]=1[OH:21].O. The catalyst is CCCCCC.C(Cl)(Cl)Cl. The product is [CH2:7]([N:6]([CH3:5])[C:28]([C:25]1[CH:24]=[C:23]([C:17]2[CH:18]=[C:19]([Br:22])[C:20]([OH:21])=[C:15]([Br:14])[CH:16]=2)[O:27][N:26]=1)=[O:30])[C:8]1[CH:13]=[CH:12][CH:11]=[CH:10][CH:9]=1. The yield is 0.460.